From a dataset of Forward reaction prediction with 1.9M reactions from USPTO patents (1976-2016). Predict the product of the given reaction. Given the reactants [CH3:1][O:2][C:3](=[O:12])[C:4]1[CH:9]=[C:8](Br)[CH:7]=[CH:6][C:5]=1[CH3:11].B1(B2OC(C)(C)C(C)(C)O2)OC(C)(C)C(C)(C)O1.C([O-])(=O)C.[K+].Br[C:37]1[CH:42]=[CH:41][C:40]([N+:43]([O-:45])=[O:44])=[CH:39][CH:38]=1.C(=O)([O-])[O-].[Cs+].[Cs+], predict the reaction product. The product is: [CH3:11][C:5]1[CH:6]=[CH:7][C:8]([C:37]2[CH:42]=[CH:41][C:40]([N+:43]([O-:45])=[O:44])=[CH:39][CH:38]=2)=[CH:9][C:4]=1[C:3]([O:2][CH3:1])=[O:12].